Dataset: Forward reaction prediction with 1.9M reactions from USPTO patents (1976-2016). Task: Predict the product of the given reaction. (1) Given the reactants [Cl:1][C:2]1[CH:7]=[CH:6][C:5]([C:8]([F:10])=[CH2:9])=[CH:4][CH:3]=1.[N+](=[CH:13][C:14]([O:16][CH2:17][CH3:18])=[O:15])=[N-], predict the reaction product. The product is: [Cl:1][C:2]1[CH:7]=[CH:6][C:5]([C:8]2([F:10])[CH2:9][CH:13]2[C:14]([O:16][CH2:17][CH3:18])=[O:15])=[CH:4][CH:3]=1. (2) Given the reactants [O:1]1[CH2:6][CH2:5][CH:4]([CH:7]=[O:8])[CH2:3][CH2:2]1.[F-].C([N+](CCCC)(CCCC)CCCC)CCC.[F:27][C:28]([Si](C)(C)C)([F:30])[F:29], predict the reaction product. The product is: [F:27][C:28]([F:30])([F:29])[CH:7]([CH:4]1[CH2:5][CH2:6][O:1][CH2:2][CH2:3]1)[OH:8]. (3) Given the reactants Br[C:2]1[CH:28]=[CH:27][CH:26]=[CH:25][C:3]=1[CH2:4][N:5]1[C:9]([CH3:11])([CH3:10])[C:8](=[O:12])[N:7]([C:13]2[CH:18]=[CH:17][C:16]([F:19])=[C:15]([C:20]([F:23])([F:22])[F:21])[CH:14]=2)[C:6]1=[O:24].[NH2:29][C:30]1[CH:35]=[CH:34][CH:33]=[CH:32][CH:31]=1, predict the reaction product. The product is: [F:19][C:16]1[CH:17]=[CH:18][C:13]([N:7]2[C:8](=[O:12])[C:9]([CH3:11])([CH3:10])[N:5]([CH2:4][C:3]3[CH:25]=[CH:26][CH:27]=[CH:28][C:2]=3[NH:29][C:30]3[CH:35]=[CH:34][CH:33]=[CH:32][CH:31]=3)[C:6]2=[O:24])=[CH:14][C:15]=1[C:20]([F:23])([F:22])[F:21].